Dataset: Full USPTO retrosynthesis dataset with 1.9M reactions from patents (1976-2016). Task: Predict the reactants needed to synthesize the given product. (1) Given the product [Br:7][C:8]1[CH:21]=[CH:20][C:19]2[O:18][C:17]3[C:12](=[CH:13][CH:14]=[C:15]([Br:22])[CH:16]=3)[CH:11]([CH2:23][OH:5])[C:10]=2[CH:9]=1, predict the reactants needed to synthesize it. The reactants are: B.C1C[O:5]CC1.[Br:7][C:8]1[CH:21]=[CH:20][C:19]2[O:18][C:17]3[C:12](=[CH:13][CH:14]=[C:15]([Br:22])[CH:16]=3)[C:11](=[CH2:23])[C:10]=2[CH:9]=1.OO.[OH-].[Na+]. (2) Given the product [NH2:1][C:4]1[CH:8]=[C:7]([S:9]([N:12]2[C:18]3[CH:19]=[CH:20][CH:21]=[CH:22][C:17]=3[CH2:16][CH2:15][CH2:14][CH2:13]2)(=[O:11])=[O:10])[S:6][C:5]=1[C:23]([NH2:24])=[O:28], predict the reactants needed to synthesize it. The reactants are: [N+:1]([C:4]1[CH:8]=[C:7]([S:9]([N:12]2[C:18]3[CH:19]=[CH:20][CH:21]=[CH:22][C:17]=3[CH2:16][CH2:15][CH2:14][CH2:13]2)(=[O:11])=[O:10])[S:6][C:5]=1[C:23]#[N:24])([O-])=O.[Cl-].[NH4+].C[OH:28]. (3) Given the product [Cl:5][C:6]1[CH:11]=[CH:10][C:9]([CH2:12][C:13]#[N:14])=[CH:8][C:7]=1[OH:15], predict the reactants needed to synthesize it. The reactants are: B(Br)(Br)Br.[Cl:5][C:6]1[CH:11]=[CH:10][C:9]([CH2:12][C:13]#[N:14])=[CH:8][C:7]=1[O:15]C. (4) Given the product [C:18]1([C@@H:13]([NH:1][C:2]2[CH:7]=[CH:6][CH:5]=[CH:4][CH:3]=2)[C:14]([O:16][CH3:17])=[O:15])[CH:23]=[CH:22][CH:21]=[CH:20][CH:19]=1, predict the reactants needed to synthesize it. The reactants are: [NH2:1][C:2]1[CH:7]=[CH:6][CH:5]=[CH:4][CH:3]=1.CS(O[C@@H:13]([C:18]1[CH:23]=[CH:22][CH:21]=[CH:20][CH:19]=1)[C:14]([O:16][CH3:17])=[O:15])(=O)=O. (5) Given the product [NH2:33][C:28]1[CH:29]=[CH:30][CH:31]=[CH:32][C:27]=1[NH:34][C:22]([C:20]1[S:21][C:17]2[CH:16]=[C:15]([CH2:14][C:12]3[O:13][C:9]([C:6]4[CH:5]=[CH:4][C:3]([O:2][CH3:1])=[CH:8][CH:7]=4)=[N:10][N:11]=3)[CH:26]=[CH:25][C:18]=2[CH:19]=1)=[O:23], predict the reactants needed to synthesize it. The reactants are: [CH3:1][O:2][C:3]1[CH:8]=[CH:7][C:6]([C:9]2[O:13][C:12]([CH2:14][C:15]3[CH:26]=[CH:25][C:18]4[CH:19]=[C:20]([C:22](O)=[O:23])[S:21][C:17]=4[CH:16]=3)=[N:11][N:10]=2)=[CH:5][CH:4]=1.[C:27]1([NH2:34])[CH:32]=[CH:31][CH:30]=[CH:29][C:28]=1[NH2:33].[Cl-].C(N=C=NCCC[NH+](C)C)C.